Dataset: Forward reaction prediction with 1.9M reactions from USPTO patents (1976-2016). Task: Predict the product of the given reaction. Given the reactants [OH:1][CH2:2][C:3]1[S:11][C:10]2[CH2:9][CH2:8][N:7]([C:12]([O:14][C:15]([CH3:18])([CH3:17])[CH3:16])=[O:13])[CH2:6][C:5]=2[CH:4]=1.C(N(CC)CC)C.[CH3:26][S:27](Cl)(=[O:29])=[O:28], predict the reaction product. The product is: [CH3:26][S:27]([O:1][CH2:2][C:3]1[S:11][C:10]2[CH2:9][CH2:8][N:7]([C:12]([O:14][C:15]([CH3:18])([CH3:17])[CH3:16])=[O:13])[CH2:6][C:5]=2[CH:4]=1)(=[O:29])=[O:28].